This data is from Reaction yield outcomes from USPTO patents with 853,638 reactions. The task is: Predict the reaction yield, written as a fraction of the theoretical maximum amount of product (1.0 means a 100% yield; for example, 0.34 means a 34% yield). The reactants are [CH3:1][C:2]1[CH:3]=[C:4]([CH:25]=[C:26]([CH3:37])[C:27]=1[N:28]1[CH:32]=[C:31]([C:33]([F:36])([F:35])[F:34])[CH:30]=[N:29]1)[O:5][C@H:6]([C:10]1[CH:24]=[CH:23][C:13]([C:14]([NH:16][CH2:17][CH2:18][C:19]([O:21]C)=[O:20])=[O:15])=[CH:12][CH:11]=1)[CH2:7][CH2:8][CH3:9].CO.[OH-].[Na+].Cl. The catalyst is O. The product is [CH3:1][C:2]1[CH:3]=[C:4]([CH:25]=[C:26]([CH3:37])[C:27]=1[N:28]1[CH:32]=[C:31]([C:33]([F:35])([F:34])[F:36])[CH:30]=[N:29]1)[O:5][C@H:6]([C:10]1[CH:11]=[CH:12][C:13]([C:14]([NH:16][CH2:17][CH2:18][C:19]([OH:21])=[O:20])=[O:15])=[CH:23][CH:24]=1)[CH2:7][CH2:8][CH3:9]. The yield is 0.800.